Dataset: Reaction yield outcomes from USPTO patents with 853,638 reactions. Task: Predict the reaction yield, written as a fraction of the theoretical maximum amount of product (1.0 means a 100% yield; for example, 0.34 means a 34% yield). (1) The reactants are Br[C:2]1[CH:24]=[CH:23][C:5]2[C:6]3[N:7]([CH:11]=[C:12]([C:14]4[N:18]([CH:19]([CH3:21])[CH3:20])[N:17]=[C:16]([CH3:22])[N:15]=4)[N:13]=3)[CH2:8][CH2:9][O:10][C:4]=2[CH:3]=1.C(=O)([O-])[O-].[Cs+].[Cs+].[CH2:31]1COC[CH2:32]1. The catalyst is O.[Cl-].[Na+].O.C1C=CC([P]([Pd]([P](C2C=CC=CC=2)(C2C=CC=CC=2)C2C=CC=CC=2)([P](C2C=CC=CC=2)(C2C=CC=CC=2)C2C=CC=CC=2)[P](C2C=CC=CC=2)(C2C=CC=CC=2)C2C=CC=CC=2)(C2C=CC=CC=2)C2C=CC=CC=2)=CC=1. The product is [CH:19]([N:18]1[C:14]([C:12]2[N:13]=[C:6]3[C:5]4[CH:23]=[CH:24][C:2]([CH:31]=[CH2:32])=[CH:3][C:4]=4[O:10][CH2:9][CH2:8][N:7]3[CH:11]=2)=[N:15][C:16]([CH3:22])=[N:17]1)([CH3:21])[CH3:20]. The yield is 0.890. (2) The reactants are [CH2:1]([O:3][C:4](=[O:32])[CH2:5][C@H:6]([NH:20][C:21](=[O:31])[CH2:22][CH2:23][C:24](=O)[NH:25][CH2:26][CH2:27][C:28]#[N:29])[CH2:7][C:8]1[CH:13]=[CH:12][C:11]([C:14]2[CH:19]=[CH:18][CH:17]=[CH:16][CH:15]=2)=[CH:10][CH:9]=1)[CH3:2].C1C=CC(P(C2C=CC=CC=2)C2C=CC=CC=2)=CC=1.CC(OC(/N=N/C(OC(C)C)=O)=O)C.C[Si]([N:70]=[N+:71]=[N-:72])(C)C. The catalyst is C1COCC1. The product is [CH2:1]([O:3][C:4](=[O:32])[CH2:5][C@H:6]([NH:20][C:21](=[O:31])[CH2:22][CH2:23][C:24]1[N:25]([CH2:26][CH2:27][C:28]#[N:29])[N:72]=[N:71][N:70]=1)[CH2:7][C:8]1[CH:13]=[CH:12][C:11]([C:14]2[CH:15]=[CH:16][CH:17]=[CH:18][CH:19]=2)=[CH:10][CH:9]=1)[CH3:2]. The yield is 0.640. (3) The reactants are [CH:1]([C:4]1[CH:9]=[CH:8][CH:7]=[CH:6][C:5]=1[O:10][CH2:11][O:12][CH2:13][CH2:14][O:15][CH3:16])([CH3:3])[CH3:2].N#C[Br:19]. The catalyst is CCOCC. The product is [Br:19][C:6]1[CH:7]=[CH:8][CH:9]=[C:4]([CH:1]([CH3:3])[CH3:2])[C:5]=1[O:10][CH2:11][O:12][CH2:13][CH2:14][O:15][CH3:16]. The yield is 0.485. (4) The reactants are CC1C=CC(S([O:11][CH2:12][CH2:13][CH2:14][NH:15][C:16]2[C:17](=[O:33])[N:18]([C:29]([CH3:32])([CH3:31])[CH3:30])[S:19](=[O:28])(=[O:27])[C:20]=2[C:21]2[CH:26]=[CH:25][CH:24]=[CH:23][CH:22]=2)(=O)=O)=CC=1.[OH:34][CH2:35][C:36]1[CH:37]=[C:38](O)[CH:39]=[CH:40][CH:41]=1.C([O-])([O-])=O.[K+].[K+]. The catalyst is CC#N. The product is [C:29]([N:18]1[C:17](=[O:33])[C:16]([NH:15][CH2:14][CH2:13][CH2:12][O:11][C:40]2[CH:39]=[CH:38][CH:37]=[C:36]([CH2:35][OH:34])[CH:41]=2)=[C:20]([C:21]2[CH:26]=[CH:25][CH:24]=[CH:23][CH:22]=2)[S:19]1(=[O:27])=[O:28])([CH3:30])([CH3:32])[CH3:31]. The yield is 0.450.